From a dataset of Catalyst prediction with 721,799 reactions and 888 catalyst types from USPTO. Predict which catalyst facilitates the given reaction. (1) Reactant: [CH3:1][N:2]1[C:6]([CH2:7][C:8]#[N:9])=[CH:5][CH:4]=[N:3]1.[CH3:10][N:11]([CH:13](OC)OC)[CH3:12]. Product: [CH3:10][N:11]([CH3:12])[CH:13]=[C:7]([C:6]1[N:2]([CH3:1])[N:3]=[CH:4][CH:5]=1)[C:8]#[N:9]. The catalyst class is: 11. (2) Reactant: [CH3:1][N:2]1[C:6]([CH3:7])=[C:5]([CH:8]([NH:11]S(C(C)(C)C)=O)[CH2:9][CH3:10])[CH:4]=[N:3]1.[ClH:18]. Product: [ClH:18].[ClH:18].[CH3:1][N:2]1[C:6]([CH3:7])=[C:5]([CH:8]([NH2:11])[CH2:9][CH3:10])[CH:4]=[N:3]1. The catalyst class is: 5. (3) Reactant: [Cl:1][C:2]1[N:10]=[C:9]2[C:5]([N:6]([CH2:11][C:12]3[CH:17]=[CH:16][C:15]([C:18]([F:21])([F:20])[F:19])=[CH:14][C:13]=3[N+:22]([O-:24])=[O:23])[CH:7]=[N:8]2)=[C:4](Cl)[N:3]=1.Cl.[CH:27]1([C@H:31]([NH2:33])[CH3:32])[CH2:30][CH2:29][CH2:28]1.C(N(CC)C(C)C)(C)C. Product: [Cl:1][C:2]1[N:10]=[C:9]2[C:5]([N:6]([CH2:11][C:12]3[CH:17]=[CH:16][C:15]([C:18]([F:20])([F:21])[F:19])=[CH:14][C:13]=3[N+:22]([O-:24])=[O:23])[CH:7]=[N:8]2)=[C:4]([NH:33][C@@H:31]([CH:27]2[CH2:30][CH2:29][CH2:28]2)[CH3:32])[N:3]=1. The catalyst class is: 162. (4) The catalyst class is: 152. Reactant: [C:1]([NH:14][C@H:15]([C:21]([OH:23])=[O:22])[CH2:16][CH2:17][C:18]([OH:20])=O)(=[O:13])[CH2:2][CH2:3][CH2:4][CH2:5][CH2:6][CH2:7][CH2:8][CH2:9][CH2:10][CH2:11][CH3:12]. Product: [C:1]([NH:14][C@@H:15]1[C:21](=[O:22])[O:23][C:18](=[O:20])[CH2:17][CH2:16]1)(=[O:13])[CH2:2][CH2:3][CH2:4][CH2:5][CH2:6][CH2:7][CH2:8][CH2:9][CH2:10][CH2:11][CH3:12]. (5) The catalyst class is: 1. Product: [F:1][CH2:2][C:3]1([C:10]2[N:15]=[C:14]([NH:16][C:17]([C:19]3[CH:24]=[CH:23][C:22]([Cl:25])=[CH:21][N:20]=3)=[O:18])[CH:13]=[CH:12][CH:11]=2)[CH2:8][O:7][CH2:6][C:5](=[S:35])[NH:4]1. Reactant: [F:1][CH2:2][C:3]1([C:10]2[N:15]=[C:14]([NH:16][C:17]([C:19]3[CH:24]=[CH:23][C:22]([Cl:25])=[CH:21][N:20]=3)=[O:18])[CH:13]=[CH:12][CH:11]=2)[CH2:8][O:7][CH2:6][C:5](=O)[NH:4]1.COC1C=CC(P2(SP(C3C=CC(OC)=CC=3)(=S)S2)=[S:35])=CC=1. (6) Reactant: [H-].[Na+].[Cl:3][C:4]1[CH:9]=[C:8]([N+:10]([O-:12])=[O:11])[C:7]([OH:13])=[CH:6][C:5]=1[CH3:14].[CH3:15]I.O. Product: [Cl:3][C:4]1[CH:9]=[C:8]([N+:10]([O-:12])=[O:11])[C:7]([O:13][CH3:15])=[CH:6][C:5]=1[CH3:14]. The catalyst class is: 3. (7) Reactant: [CH3:1][O:2][C:3](=[O:20])[C:4]1[CH:9]=[C:8]([Cl:10])[CH:7]=[CH:6][C:5]=1[O:11][CH2:12][CH2:13][CH2:14]OS(C)(=O)=O.C([O-])([O-])=O.[Cs+].[Cs+].[F:27][C:28]1[CH:41]=[CH:40][C:31]([CH2:32][CH:33]2[CH2:39][NH:38][CH2:37][CH2:36][CH2:35][O:34]2)=[CH:30][CH:29]=1. Product: [CH3:1][O:2][C:3](=[O:20])[C:4]1[CH:9]=[C:8]([Cl:10])[CH:7]=[CH:6][C:5]=1[O:11][CH2:12][CH2:13][CH2:14][N:38]1[CH2:37][CH2:36][CH2:35][O:34][CH:33]([CH2:32][C:31]2[CH:40]=[CH:41][C:28]([F:27])=[CH:29][CH:30]=2)[CH2:39]1. The catalyst class is: 18. (8) Reactant: [NH:1]1[C:5]2=[N:6][C:7]([C:10]#[C:11][C:12]3[CH:13]=[C:14]([CH:17]=[C:18]([CH2:20][CH2:21][C:22]4[CH:27]=[C:26]([CH3:28])[CH:25]=[C:24]([N:29]5C(C)=CC=C5C)[N:23]=4)[CH:19]=3)[C:15]#[N:16])=[CH:8][CH:9]=[C:4]2[CH:3]=[CH:2]1.Cl.NO.O. Product: [NH:1]1[C:5]2=[N:6][C:7]([CH2:10][CH2:11][C:12]3[CH:13]=[C:14]([CH:17]=[C:18]([CH2:20][CH2:21][C:22]4[CH:27]=[C:26]([CH3:28])[CH:25]=[C:24]([NH2:29])[N:23]=4)[CH:19]=3)[C:15]#[N:16])=[CH:8][CH:9]=[C:4]2[CH:3]=[CH:2]1. The catalyst class is: 50. (9) Reactant: [Br:1][C:2]1[CH:3]=[CH:4][C:5]([CH2:20][CH3:21])=[C:6]([CH:8]2[C:16](=[O:17])[CH:15]3[CH:10]([CH:11]4[O:18][CH:14]3[CH:13]=[CH:12]4)[C:9]2=[O:19])[CH:7]=1. Product: [Br:1][C:2]1[CH:3]=[CH:4][C:5]([CH2:20][CH3:21])=[C:6]([CH:8]2[C:9](=[O:19])[CH:10]3[CH:15]([CH:14]4[O:18][CH:11]3[CH2:12][CH2:13]4)[C:16]2=[O:17])[CH:7]=1. The catalyst class is: 19.